From a dataset of Reaction yield outcomes from USPTO patents with 853,638 reactions. Predict the reaction yield, written as a fraction of the theoretical maximum amount of product (1.0 means a 100% yield; for example, 0.34 means a 34% yield). The reactants are [NH:1]1[CH2:5][CH2:4][CH:3]([OH:6])[CH2:2]1.C(N(CC)CC)C.[C:14]([O:18][C:19](O[C:19]([O:18][C:14]([CH3:17])([CH3:16])[CH3:15])=[O:20])=[O:20])([CH3:17])([CH3:16])[CH3:15]. The catalyst is ClCCl. The product is [OH:6][CH:3]1[CH2:4][CH2:5][N:1]([C:19]([O:18][C:14]([CH3:17])([CH3:16])[CH3:15])=[O:20])[CH2:2]1. The yield is 0.970.